From a dataset of Forward reaction prediction with 1.9M reactions from USPTO patents (1976-2016). Predict the product of the given reaction. (1) Given the reactants CC(N)[C@H]1O[C@H](O[C@H]2[C@H](O)[C@@H](O[C@H]3OC[C@@](O)(C)[C@H](NC)[C@H]3O)[C@H](N)C[C@@H]2N)[C@H](N)CC1.[CH3:33][CH:34]([NH:64][CH3:65])[C@H:35]1[O:40][C@H:39]([O:41][C@H:42]2[C@H:47]([OH:48])[C@@H:46]([O:49][C@H:50]3[O:55][CH2:54][C@@:53]([OH:57])([CH3:56])[C@H:52]([NH:58][CH3:59])[C@H:51]3[OH:60])[C@H:45]([NH2:61])[CH2:44][C@@H:43]2[NH2:62])[C@H:38]([NH2:63])[CH2:37][CH2:36]1.C[C@@]1(O)[C@H](NC)[C@@H](O)[C@@H](O[C@@H]2[C@@H](O)[C@H](O[C@H]3O[C@H](CN)CC[C@H]3N)[C@@H](N)C[C@H]2N)OC1.OS(O)(=O)=O.OP([O-])(O)=O.OP([O-])([O-])=O.[Na+].[Na+].[Na+].[Cl-].[Cl-].[K+].[K+], predict the reaction product. The product is: [CH3:33][C@@H:34]([NH:64][CH3:65])[C@H:35]1[O:40][C@H:39]([O:41][C@H:42]2[C@H:47]([OH:48])[C@@H:46]([O:49][C@H:50]3[O:55][CH2:54][C@@:53]([OH:57])([CH3:56])[C@H:52]([NH:58][CH3:59])[C@H:51]3[OH:60])[C@H:45]([NH2:61])[CH2:44][C@@H:43]2[NH2:62])[C@H:38]([NH2:63])[CH2:37][CH2:36]1. (2) Given the reactants [CH2:1]([NH:8][CH2:9][CH2:10][N:11]1[C:20]2[C:15]([C:16](=[O:22])[NH:17][C:18](=[O:21])[N:19]=2)=[N:14][C:13]2[CH:23]=[C:24]([CH3:28])[C:25]([CH3:27])=[CH:26][C:12]1=2)[C:2]1[CH:7]=[CH:6][CH:5]=[CH:4][CH:3]=1.CCN(C(C)C)C(C)C.[C:38](OC(=O)C)(=[O:40])[CH3:39], predict the reaction product. The product is: [CH2:1]([N:8]([CH2:9][CH2:10][N:11]1[C:20]2[C:15]([C:16](=[O:22])[NH:17][C:18](=[O:21])[N:19]=2)=[N:14][C:13]2[CH:23]=[C:24]([CH3:28])[C:25]([CH3:27])=[CH:26][C:12]1=2)[C:38](=[O:40])[CH3:39])[C:2]1[CH:3]=[CH:4][CH:5]=[CH:6][CH:7]=1.